From a dataset of Forward reaction prediction with 1.9M reactions from USPTO patents (1976-2016). Predict the product of the given reaction. The product is: [OH:8][C:9]1[CH:10]=[CH:11][C:12]([CH:15]=[C:16]2[NH:21][C:20](=[O:22])[C:19](=[CH:23][CH2:24][C:25]3[CH:26]=[CH:27][CH:28]=[CH:29][CH:30]=3)[NH:18][C:17]2=[O:31])=[N:13][CH:14]=1. Given the reactants C([O:8][C:9]1[CH:10]=[CH:11][C:12]([CH:15]=[C:16]2[NH:21][C:20](=[O:22])[C:19](=[CH:23][CH2:24][C:25]3[CH:30]=[CH:29][CH:28]=[CH:27][CH:26]=3)[NH:18][C:17]2=[O:31])=[N:13][CH:14]=1)C1C=CC=CC=1.[OH-].[Na+].O, predict the reaction product.